This data is from Forward reaction prediction with 1.9M reactions from USPTO patents (1976-2016). The task is: Predict the product of the given reaction. (1) Given the reactants [CH:1]12[CH2:10][CH:5]3[CH2:6][CH:7]([CH2:9][CH:3]([CH2:4]3)[CH:2]1[CH2:11][O:12][CH2:13][CH2:14][CH2:15][CH2:16][CH2:17][CH2:18][CH2:19][C:20]1[CH:26]=[CH:25][C:23]([NH2:24])=[CH:22][CH:21]=1)[CH2:8]2.[C:27]([C:29]1([C:32](O)=[O:33])[CH2:31][CH2:30]1)#[N:28], predict the reaction product. The product is: [CH:3]12[CH2:9][CH:7]3[CH2:6][CH:5]([CH2:10][CH:1]([CH2:8]3)[CH:2]1[CH2:11][O:12][CH2:13][CH2:14][CH2:15][CH2:16][CH2:17][CH2:18][CH2:19][C:20]1[CH:21]=[CH:22][C:23]([NH:24][C:32]([C:29]3([C:27]#[N:28])[CH2:31][CH2:30]3)=[O:33])=[CH:25][CH:26]=1)[CH2:4]2. (2) Given the reactants Br[C:2]1[CH:11]=[CH:10][C:9]([N:12]([CH3:14])[CH3:13])=[CH:8][C:3]=1[C:4]([O:6][CH3:7])=[O:5].[NH4+].[OH-].[CH3:17][N:18](C=O)C, predict the reaction product. The product is: [C:17]([C:2]1[CH:11]=[CH:10][C:9]([N:12]([CH3:14])[CH3:13])=[CH:8][C:3]=1[C:4]([O:6][CH3:7])=[O:5])#[N:18]. (3) Given the reactants [F:1][C:2]([F:43])([F:42])[C:3]1[CH:4]=[C:5]([CH:39]=[CH:40][CH:41]=1)[CH2:6][NH:7][C:8](=[O:38])[C:9]1[CH:14]=[CH:13][N:12]=[C:11]([C:15]2[CH:20]=[C:19]([N:21]3[CH2:26][CH2:25][CH2:24][CH2:23][CH2:22]3)[CH:18]=[CH:17][C:16]=2[NH:27][C:28](=[O:37])[C:29]2[CH:34]=[CH:33][CH:32]=[C:31]([CH2:35]Br)[CH:30]=2)[CH:10]=1.[N-:44]=[N+:45]=[N-:46].[Na+], predict the reaction product. The product is: [F:1][C:2]([F:43])([F:42])[C:3]1[CH:4]=[C:5]([CH:39]=[CH:40][CH:41]=1)[CH2:6][NH:7][C:8](=[O:38])[C:9]1[CH:14]=[CH:13][N:12]=[C:11]([C:15]2[CH:20]=[C:19]([N:21]3[CH2:26][CH2:25][CH2:24][CH2:23][CH2:22]3)[CH:18]=[CH:17][C:16]=2[NH:27][C:28](=[O:37])[C:29]2[CH:34]=[CH:33][CH:32]=[C:31]([CH2:35][N:44]=[N+:45]=[N-:46])[CH:30]=2)[CH:10]=1. (4) Given the reactants [CH3:1][O:2][C:3](=[O:12])[C:4]1[CH:9]=[CH:8][C:7]([F:10])=[C:6](Br)[CH:5]=1.CC1(C)C(C)(C)OB([C:21]2[CH:26]=[CH:25][CH:24]=[CH:23][C:22]=2[OH:27])O1.C(=O)([O-])[O-].[Na+].[Na+].N1C=CN=N1, predict the reaction product. The product is: [CH3:1][O:2][C:3](=[O:12])[C:4]1[CH:9]=[CH:8][C:7]([F:10])=[C:6]([C:21]2[CH:26]=[CH:25][CH:24]=[CH:23][C:22]=2[OH:27])[CH:5]=1.